This data is from Reaction yield outcomes from USPTO patents with 853,638 reactions. The task is: Predict the reaction yield, written as a fraction of the theoretical maximum amount of product (1.0 means a 100% yield; for example, 0.34 means a 34% yield). The reactants are [C:1]([OH:7])([C:3]([F:6])([F:5])[F:4])=[O:2].C(OC([N:15]1[CH2:20][CH2:19][N:18]([C:21](=[O:38])[CH2:22][NH:23][C:24]([C:26]2[CH:31]=[CH:30][C:29]([C:32]3[CH:37]=[CH:36][CH:35]=[CH:34][CH:33]=3)=[CH:28][CH:27]=2)=[O:25])[CH2:17][CH2:16]1)=O)(C)(C)C. The catalyst is C(Cl)Cl. The product is [OH:7][C:1]([C:3]([F:6])([F:5])[F:4])=[O:2].[O:38]=[C:21]([N:18]1[CH2:19][CH2:20][NH:15][CH2:16][CH2:17]1)[CH2:22][NH:23][C:24]([C:26]1[CH:27]=[CH:28][C:29]([C:32]2[CH:37]=[CH:36][CH:35]=[CH:34][CH:33]=2)=[CH:30][CH:31]=1)=[O:25]. The yield is 0.948.